From a dataset of Peptide-MHC class II binding affinity with 134,281 pairs from IEDB. Regression. Given a peptide amino acid sequence and an MHC pseudo amino acid sequence, predict their binding affinity value. This is MHC class II binding data. The peptide sequence is LRKLCIEGKITNITT. The MHC is DRB1_1302 with pseudo-sequence DRB1_1302. The binding affinity (normalized) is 0.305.